Dataset: Full USPTO retrosynthesis dataset with 1.9M reactions from patents (1976-2016). Task: Predict the reactants needed to synthesize the given product. (1) Given the product [Si:1]([O:18][C:19]1[CH:27]=[C:26]2[C:22]([C:23]([Cl:34])=[N:24][NH:25]2)=[CH:21][CH:20]=1)([C:14]([CH3:17])([CH3:15])[CH3:16])([C:8]1[CH:9]=[CH:10][CH:11]=[CH:12][CH:13]=1)[C:2]1[CH:7]=[CH:6][CH:5]=[CH:4][CH:3]=1, predict the reactants needed to synthesize it. The reactants are: [Si:1]([O:18][C:19]1[CH:27]=[C:26]2[C:22]([CH:23]=[N:24][NH:25]2)=[CH:21][CH:20]=1)([C:14]([CH3:17])([CH3:16])[CH3:15])([C:8]1[CH:13]=[CH:12][CH:11]=[CH:10][CH:9]=1)[C:2]1[CH:7]=[CH:6][CH:5]=[CH:4][CH:3]=1.CC(C)([O-])C.[K+].[Cl:34]N1C(=O)CCC1=O.[Cl-].[NH4+]. (2) Given the product [C:20]([C:24]1[CH:25]=[C:26]([NH:45][S:46]([CH3:49])(=[O:47])=[O:48])[C:27]([O:43][CH3:44])=[C:28]([NH:30][C:31]([C:33]2[S:37][C:36]3[C:38]([NH:42][C:7](=[O:9])[C:5]4[CH:4]=[C:3]([C:10](=[O:12])[N:15]([CH3:16])[CH3:13])[CH:2]=[N:1][CH:6]=4)=[CH:39][CH:40]=[CH:41][C:35]=3[CH:34]=2)=[O:32])[CH:29]=1)([CH3:23])([CH3:21])[CH3:22], predict the reactants needed to synthesize it. The reactants are: [N:1]1[CH:6]=[C:5]([C:7]([OH:9])=O)[CH:4]=[C:3]([C:10]([OH:12])=O)[CH:2]=1.[CH2:13]([N:15](CC)[CH2:16]C)C.[C:20]([C:24]1[CH:25]=[C:26]([NH:45][S:46]([CH3:49])(=[O:48])=[O:47])[C:27]([O:43][CH3:44])=[C:28]([NH:30][C:31]([C:33]2[S:37][C:36]3[C:38]([NH2:42])=[CH:39][CH:40]=[CH:41][C:35]=3[CH:34]=2)=[O:32])[CH:29]=1)([CH3:23])([CH3:22])[CH3:21].CNC. (3) The reactants are: [H-].[Na+].S([N:13]1[C:17]2=[N:18][CH:19]=[C:20]([NH:22][C:23]3[N:39]=[C:26]4[CH:27]=[CH:28][CH:29]=[C:30]([CH2:31][N:32]5[CH2:37][CH2:36][NH:35][C:34](=[O:38])[CH2:33]5)[N:25]4[N:24]=3)[CH:21]=[C:16]2[CH:15]=[CH:14]1)(C1C=CC(C)=CC=1)(=O)=O.CN.FC(F)(F)C(O)=O. Given the product [NH:13]1[C:17]2=[N:18][CH:19]=[C:20]([NH:22][C:23]3[N:39]=[C:26]4[CH:27]=[CH:28][CH:29]=[C:30]([CH2:31][N:32]5[CH2:37][CH2:36][NH:35][C:34](=[O:38])[CH2:33]5)[N:25]4[N:24]=3)[CH:21]=[C:16]2[CH:15]=[CH:14]1, predict the reactants needed to synthesize it.